Predict the reaction yield, written as a fraction of the theoretical maximum amount of product (1.0 means a 100% yield; for example, 0.34 means a 34% yield). From a dataset of Reaction yield outcomes from USPTO patents with 853,638 reactions. The reactants are C[O:2][C:3](=[O:29])[C@@H:4]([NH2:28])[CH2:5][C:6]1[CH:11]=[CH:10][C:9]([O:12][CH2:13][CH2:14][C:15]2[N:16]=[C:17]([C:21]3[CH:26]=[CH:25][CH:24]=[CH:23][CH:22]=3)[O:18][C:19]=2[CH3:20])=[C:8]([Br:27])[CH:7]=1.[F:30][C:31](=[CH:35][C:36]1[CH:41]=[CH:40][CH:39]=[CH:38][CH:37]=1)[C:32](O)=[O:33]. No catalyst specified. The product is [Br:27][C:8]1[CH:7]=[C:6]([CH2:5][C@H:4]([NH:28][C:32](=[O:33])[C:31]([F:30])=[CH:35][C:36]2[CH:37]=[CH:38][CH:39]=[CH:40][CH:41]=2)[C:3]([OH:2])=[O:29])[CH:11]=[CH:10][C:9]=1[O:12][CH2:13][CH2:14][C:15]1[N:16]=[C:17]([C:21]2[CH:26]=[CH:25][CH:24]=[CH:23][CH:22]=2)[O:18][C:19]=1[CH3:20]. The yield is 0.250.